From a dataset of NCI-60 drug combinations with 297,098 pairs across 59 cell lines. Regression. Given two drug SMILES strings and cell line genomic features, predict the synergy score measuring deviation from expected non-interaction effect. Drug 1: CCCS(=O)(=O)NC1=C(C(=C(C=C1)F)C(=O)C2=CNC3=C2C=C(C=N3)C4=CC=C(C=C4)Cl)F. Drug 2: CC(C)(C#N)C1=CC(=CC(=C1)CN2C=NC=N2)C(C)(C)C#N. Cell line: OVCAR-4. Synergy scores: CSS=1.33, Synergy_ZIP=1.98, Synergy_Bliss=1.65, Synergy_Loewe=1.26, Synergy_HSA=-0.756.